Dataset: Experimentally validated miRNA-target interactions with 360,000+ pairs, plus equal number of negative samples. Task: Binary Classification. Given a miRNA mature sequence and a target amino acid sequence, predict their likelihood of interaction. The miRNA is hsa-miR-6502-3p with sequence UAGACCAUCUUUCUAGAGUAU. The protein sequence of the target gene is MIIKHFFGTVLVLLASTTIFSLDLKLIIFQQRQVNQESLKLLNKLQTLSIQQCLPHRKNFLLPQKSLSPQQYQKGHTLAILHEMLQQIFSLFRANISLDGWEENHTEKFLIQLHQQLEYLEALMGLEAEKLSGTLGSDNLRLQVKMYFRRIHDYLENQDYSTCAWAIVQVEISRCLFFVFSLTEKLSKQGRPLNDMKQELTTEFRSPR. Result: 1 (interaction).